From a dataset of Full USPTO retrosynthesis dataset with 1.9M reactions from patents (1976-2016). Predict the reactants needed to synthesize the given product. (1) Given the product [C:1]([O:5][C:6](=[O:13])[CH:7]([CH:10]1[CH2:12][CH2:11]1)[CH2:8][NH:9][C:16]([C:18]1[N:19]=[C:20]([C:37]#[N:38])[C:21]2[C:26]([C:27]=1[OH:28])=[CH:25][CH:24]=[C:23]([O:29][C:30]1[CH:35]=[CH:34][C:33]([F:36])=[CH:32][CH:31]=1)[CH:22]=2)=[O:15])([CH3:4])([CH3:2])[CH3:3], predict the reactants needed to synthesize it. The reactants are: [C:1]([O:5][C:6](=[O:13])[CH:7]([CH:10]1[CH2:12][CH2:11]1)[CH2:8][NH2:9])([CH3:4])([CH3:3])[CH3:2].C[O:15][C:16]([C:18]1[N:19]=[C:20]([C:37]#[N:38])[C:21]2[C:26]([C:27]=1[OH:28])=[CH:25][CH:24]=[C:23]([O:29][C:30]1[CH:35]=[CH:34][C:33]([F:36])=[CH:32][CH:31]=1)[CH:22]=2)=O.C1CCN2C(=NCCC2)CC1. (2) Given the product [N:9]1[CH:10]=[CH:11][N:12]2[C:20]3[C:15](=[N:16][CH:17]=[CH:18][CH:19]=3)[N:14]([C:21]3[CH:22]=[CH:23][C:24]([O:25][C:26]4[N:30]([CH2:31][C:32]([CH3:4])([OH:34])[CH3:33])[C:29]5[CH:35]=[CH:36][CH:37]=[CH:38][C:28]=5[N:27]=4)=[CH:39][CH:40]=3)[C:13]=12, predict the reactants needed to synthesize it. The reactants are: C[Mg]Br.[CH2:4]1COCC1.[N:9]1[CH:10]=[CH:11][N:12]2[C:20]3[C:15](=[N:16][CH:17]=[CH:18][CH:19]=3)[N:14]([C:21]3[CH:40]=[CH:39][C:24]([O:25][C:26]4[N:30]([CH2:31][C:32](=[O:34])[CH3:33])[C:29]5[CH:35]=[CH:36][CH:37]=[CH:38][C:28]=5[N:27]=4)=[CH:23][CH:22]=3)[C:13]=12.O. (3) Given the product [NH2:2][C@H:3]1[CH2:8][CH2:7][C@H:6]([CH2:9][OH:10])[CH2:5][CH2:4]1, predict the reactants needed to synthesize it. The reactants are: Cl.[NH2:2][C@H:3]1[CH2:8][CH2:7][C@H:6]([C:9](O)=[O:10])[CH2:5][CH2:4]1.[H-].[Al+3].[Li+].[H-].[H-].[H-].O.[OH-].[Na+]. (4) The reactants are: Br[C:2]1[CH:7]=[CH:6][C:5]([CH:8]([C:21]2[CH:26]=[CH:25][CH:24]=[CH:23][C:22]=2[Cl:27])[CH2:9]/[C:10](/[C:13]2[CH:14]=[CH:15][C:16](=[O:20])[N:17]([CH3:19])[CH:18]=2)=[N:11]\[OH:12])=[CH:4][CH:3]=1.[F:28][C:29]1[CH:30]=[C:31](B(O)O)[CH:32]=[CH:33][C:34]=1[C:35]([O:37][CH3:38])=[O:36].O.C(=O)([O-])[O-].[Na+].[Na+]. Given the product [CH3:38][O:37][C:35]([C:34]1[CH:33]=[CH:32][C:31]([C:2]2[CH:7]=[CH:6][C:5]([CH:8]([C:21]3[CH:26]=[CH:25][CH:24]=[CH:23][C:22]=3[Cl:27])[CH2:9]/[C:10](=[N:11]\[OH:12])/[C:13]3[CH:14]=[CH:15][C:16](=[O:20])[N:17]([CH3:19])[CH:18]=3)=[CH:4][CH:3]=2)=[CH:30][C:29]=1[F:28])=[O:36], predict the reactants needed to synthesize it. (5) Given the product [CH:9]1[C:10]2[C:15](=[CH:14][CH:13]=[CH:12][CH:11]=2)[CH:16]=[CH:17][C:8]=1[NH:7][C:5]1[S:6][C:2]([NH:1][C:28]([C:25]2[CH:26]=[CH:27][S:23][CH:24]=2)=[O:29])=[C:3]([C:18]([O:20][CH2:21][CH3:22])=[O:19])[N:4]=1, predict the reactants needed to synthesize it. The reactants are: [NH2:1][C:2]1[S:6][C:5]([NH:7][C:8]2[CH:17]=[CH:16][C:15]3[C:10](=[CH:11][CH:12]=[CH:13][CH:14]=3)[CH:9]=2)=[N:4][C:3]=1[C:18]([O:20][CH2:21][CH3:22])=[O:19].[S:23]1[CH:27]=[CH:26][C:25]([C:28](Cl)=[O:29])=[CH:24]1. (6) Given the product [CH3:1][O:2][C:3]([C:5]1[N:6]([CH2:23][C:24]2[CH:25]=[CH:26][C:27]3[O:31][CH2:30][CH2:29][C:28]=3[CH:32]=2)[C:7](=[O:22])[C:8]2[C:13]([C:14]=1[C:15]1[CH:20]=[CH:19][CH:18]=[CH:17][CH:16]=1)=[CH:12][CH:11]=[CH:10][CH:9]=2)=[O:4], predict the reactants needed to synthesize it. The reactants are: [CH3:1][O:2][C:3]([C:5]1[N:6]([CH2:23][C:24]2[CH:25]=[CH:26][C:27]3[O:31][CH2:30][CH2:29][C:28]=3[CH:32]=2)[C:7](=[O:22])[C:8]2[C:13]([C:14]=1[C:15]1[CH:20]=[CH:19][CH:18]=[CH:17][CH:16]=1)=[CH:12][C:11](Br)=[CH:10][CH:9]=2)=[O:4].CO.[H][H].